This data is from Reaction yield outcomes from USPTO patents with 853,638 reactions. The task is: Predict the reaction yield, written as a fraction of the theoretical maximum amount of product (1.0 means a 100% yield; for example, 0.34 means a 34% yield). (1) The reactants are [H-].[H-].[H-].[H-].[Li+].[Al+3].[F:7][C:8]([F:37])([C:30]1[CH:35]=[CH:34][C:33]([F:36])=[CH:32][CH:31]=1)[C:9]1[N:18]=[C:17]([NH:19][C:20]2[CH:24]=[C:23]([CH3:25])[NH:22][N:21]=2)[C:16]2[C:11](=[CH:12][C:13]([C:26](OC)=[O:27])=[CH:14][CH:15]=2)[N:10]=1.O.[OH-].[Na+]. The catalyst is C1COCC1. The product is [F:37][C:8]([F:7])([C:30]1[CH:31]=[CH:32][C:33]([F:36])=[CH:34][CH:35]=1)[C:9]1[N:18]=[C:17]([NH:19][C:20]2[CH:24]=[C:23]([CH3:25])[NH:22][N:21]=2)[C:16]2[C:11](=[CH:12][C:13]([CH2:26][OH:27])=[CH:14][CH:15]=2)[N:10]=1. The yield is 0.820. (2) The reactants are [Li+].[OH-].C[O:4][C:5](=[O:24])[CH2:6][CH2:7][CH2:8][CH2:9][CH2:10][N:11]([C:18]1[CH:23]=[CH:22][CH:21]=[CH:20][N:19]=1)[C:12]1[CH:17]=[CH:16][CH:15]=[CH:14][N:13]=1.Cl.CCOC(C)=O. The catalyst is O.C1COCC1. The product is [N:13]1[CH:14]=[CH:15][CH:16]=[CH:17][C:12]=1[N:11]([C:18]1[CH:23]=[CH:22][CH:21]=[CH:20][N:19]=1)[CH2:10][CH2:9][CH2:8][CH2:7][CH2:6][C:5]([OH:24])=[O:4]. The yield is 0.580. (3) The reactants are C(NC1N=C(S(C)=O)C(C(N)=O)=CN=1)(C)(C)C.Cl.N[C@H]1C[C@@H](O)C(C)(C)CC1.Cl.N[C@@H]1C[C@H](O)C(C)(C)CC1.CC(=O)OCC.C(O)(C(F)(F)F)=O.C(=O)(O)[O-].[C:57]([NH:61][C:62]1[N:67]=[C:66]([NH:68][C@@H:69]2[CH2:74][CH2:73][C:72]([CH3:76])([CH3:75])[C@H:71]([OH:77])[CH2:70]2)[C:65]([C:78]([NH2:80])=[O:79])=[CH:64][N:63]=1)([CH3:60])([CH3:59])[CH3:58]. The catalyst is CN(C=O)C. The product is [C:57]([NH:61][C:62]1[N:67]=[C:66]([NH:68][C@H:69]2[CH2:74][CH2:73][C:72]([CH3:75])([CH3:76])[C@@H:71]([OH:77])[CH2:70]2)[C:65]([C:78]([NH2:80])=[O:79])=[CH:64][N:63]=1)([CH3:58])([CH3:59])[CH3:60]. The yield is 0.760. (4) The reactants are Cl[C:2]1[N:10]=[C:9]2[C:5]([N:6]=[CH:7][N:8]2[CH2:11][CH2:12][CH3:13])=[C:4]([NH:14][CH2:15][CH2:16][C:17]2[CH:22]=[CH:21][CH:20]=[CH:19][CH:18]=2)[N:3]=1.[NH2:23][C@H:24]([CH2:27][CH3:28])[CH2:25][OH:26].CCOCC. The catalyst is O. The product is [CH2:15]([NH:14][C:4]1[N:3]=[C:2]([NH:23][C@H:24]([CH2:27][CH3:28])[CH2:25][OH:26])[N:10]=[C:9]2[C:5]=1[N:6]=[CH:7][N:8]2[CH2:11][CH2:12][CH3:13])[CH2:16][C:17]1[CH:22]=[CH:21][CH:20]=[CH:19][CH:18]=1. The yield is 0.320. (5) The reactants are [ClH:1].[CH:2]1([C:5]([C:7]2[CH:12]=[CH:11][C:10]([CH2:13][CH:14]([C:20]([O:22][CH2:23][CH3:24])=[O:21])[C:15]([O:17][CH2:18][CH3:19])=[O:16])=[CH:9][CH:8]=2)=[O:6])[CH2:4][CH2:3]1. The catalyst is C(O)C. The product is [Cl:1][CH2:4][CH2:3][CH2:2][C:5]([C:7]1[CH:12]=[CH:11][C:10]([CH2:13][CH:14]([C:20]([O:22][CH2:23][CH3:24])=[O:21])[C:15]([O:17][CH2:18][CH3:19])=[O:16])=[CH:9][CH:8]=1)=[O:6]. The yield is 0.590. (6) The reactants are [CH3:1][C:2]1[C:6]([C:7]2[CH:13]=[C:12]([N+:14]([O-:16])=[O:15])[C:10]([NH2:11])=[C:9]([I:17])[CH:8]=2)=[C:5]([CH3:18])[O:4][N:3]=1.[C:19](=O)([O-])[O-].[Cs+].[Cs+]. The product is [CH3:1][C:2]1[C:6]([C:7]2[CH:13]=[C:12]([N+:14]([O-:16])=[O:15])[C:10]([NH:11][CH3:19])=[C:9]([I:17])[CH:8]=2)=[C:5]([CH3:18])[O:4][N:3]=1. The catalyst is CN(C=O)C. The yield is 0.600. (7) The reactants are [CH:1]1([CH2:4][NH:5][C:6](=[O:30])[O:7][CH2:8][CH2:9][CH2:10][C:11]2[CH:16]=[CH:15][C:14]([OH:17])=[CH:13][C:12]=2[O:18][C:19]2[C:24]([Cl:25])=[CH:23][C:22]([C:26]([F:29])([F:28])[F:27])=[CH:21][N:20]=2)[CH2:3][CH2:2]1.C(=O)([O-])[O-].[K+].[K+].Br[CH2:38][C:39]([O:41][CH2:42][CH3:43])=[O:40].Cl. The catalyst is CN(C)C=O. The yield is 0.840. The product is [Cl:25][C:24]1[C:19]([O:18][C:12]2[CH:13]=[C:14]([CH:15]=[CH:16][C:11]=2[CH2:10][CH2:9][CH2:8][O:7][C:6]([NH:5][CH2:4][CH:1]2[CH2:3][CH2:2]2)=[O:30])[O:17][CH2:38][C:39]([O:41][CH2:42][CH3:43])=[O:40])=[N:20][CH:21]=[C:22]([C:26]([F:29])([F:27])[F:28])[CH:23]=1. (8) The reactants are [CH2:1]([N:8]1[CH2:15][CH:14]2[CH2:16][CH:10]([CH2:11][N:12](CC3C=CC=CC=3)[CH2:13]2)[CH2:9]1)[C:2]1[CH:7]=[CH:6][CH:5]=[CH:4][CH:3]=1. The catalyst is CCO.[Pd]. The product is [CH2:1]([N:8]1[CH2:9][CH:10]2[CH2:16][CH:14]([CH2:13][NH:12][CH2:11]2)[CH2:15]1)[C:2]1[CH:7]=[CH:6][CH:5]=[CH:4][CH:3]=1. The yield is 1.00. (9) The reactants are [CH2:1]([N:3]([CH2:36][CH3:37])[CH2:4][CH2:5][CH2:6][NH:7][C:8]1[N:9]=[C:10]([C:27]2[CH:28]=[C:29]([CH:33]=[CH:34][CH:35]=2)[C:30]([OH:32])=O)[C:11]2[CH:17]=[CH:16][C:15](=[O:18])[N:14]([C:19]3[C:24]([F:25])=[CH:23][CH:22]=[CH:21][C:20]=3[F:26])[C:12]=2[N:13]=1)[CH3:2].CN(C(ON1N=NC2C=CC=CC1=2)=[N+](C)C)C.F[P-](F)(F)(F)(F)F.C(N(CC)CC)C.[C:69]([NH2:73])([CH3:72])([CH3:71])[CH3:70]. The catalyst is CN(C=O)C. The product is [CH2:1]([N:3]([CH2:36][CH3:37])[CH2:4][CH2:5][CH2:6][NH:7][C:8]1[N:9]=[C:10]([C:27]2[CH:28]=[C:29]([CH:33]=[CH:34][CH:35]=2)[C:30]([NH:73][C:69]([CH3:72])([CH3:71])[CH3:70])=[O:32])[C:11]2[CH:17]=[CH:16][C:15](=[O:18])[N:14]([C:19]3[C:24]([F:25])=[CH:23][CH:22]=[CH:21][C:20]=3[F:26])[C:12]=2[N:13]=1)[CH3:2]. The yield is 0.520. (10) The reactants are [CH3:1][CH2:2][CH:3]([OH:6])[CH2:4][CH3:5].[H-].[Na+].Cl[C:10]1[C:11]2[CH:21]=[CH:20][N:19]([C:22]3[CH:27]=[CH:26][C:25]([CH3:28])=[CH:24][C:23]=3[CH3:29])[C:12]=2[C:13](=[O:18])[N:14]([CH2:16][CH3:17])[N:15]=1. The catalyst is CN(C=O)C.O. The product is [CH3:29][C:23]1[CH:24]=[C:25]([CH3:28])[CH:26]=[CH:27][C:22]=1[N:19]1[C:12]2[C:13](=[O:18])[N:14]([CH2:16][CH3:17])[N:15]=[C:10]([O:6][CH:3]([CH2:4][CH3:5])[CH2:2][CH3:1])[C:11]=2[CH:21]=[CH:20]1. The yield is 0.480.